This data is from Forward reaction prediction with 1.9M reactions from USPTO patents (1976-2016). The task is: Predict the product of the given reaction. (1) Given the reactants [CH3:1][C@H:2]([NH2:7])[C:3]([CH3:6])([CH3:5])[CH3:4].[C:8]([O-])(O)=[O:9].[Na+].ClC(Cl)(OC(=O)OC(Cl)(Cl)Cl)Cl, predict the reaction product. The product is: [N:7]([C@@H:2]([CH3:1])[C:3]([CH3:6])([CH3:5])[CH3:4])=[C:8]=[O:9]. (2) Given the reactants C([O:5][C:6]([C:8]1[C:9]([C:19]2[CH:24]=[CH:23][C:22]([Cl:25])=[CH:21][CH:20]=2)=[N:10][S:11][C:12]=1[C:13]1[CH:18]=[CH:17][CH:16]=[CH:15][CH:14]=1)=[O:7])(C)(C)C.C(O)(C(F)(F)F)=O, predict the reaction product. The product is: [Cl:25][C:22]1[CH:21]=[CH:20][C:19]([C:9]2[C:8]([C:6]([OH:7])=[O:5])=[C:12]([C:13]3[CH:14]=[CH:15][CH:16]=[CH:17][CH:18]=3)[S:11][N:10]=2)=[CH:24][CH:23]=1. (3) The product is: [Cl:4][C:5]1[CH:10]=[CH:9][C:8]([N:11]2[CH2:12][CH2:13][N:14]([C:29]([NH:28][CH3:27])=[O:30])[CH2:15][CH2:16]2)=[N:7][C:6]=1[C:17]1[N:21]([CH3:22])[C:20]2[CH:23]=[CH:24][CH:25]=[CH:26][C:19]=2[N:18]=1. Given the reactants C(O)=O.[Cl:4][C:5]1[C:6]([C:17]2[N:21]([CH3:22])[C:20]3[CH:23]=[CH:24][CH:25]=[CH:26][C:19]=3[N:18]=2)=[N:7][C:8]([N:11]2[CH2:16][CH2:15][NH:14][CH2:13][CH2:12]2)=[CH:9][CH:10]=1.[CH3:27][N:28]=[C:29]=[O:30], predict the reaction product. (4) Given the reactants [NH:1]1[C:9]2[C:4](=[CH:5][CH:6]=[CH:7][CH:8]=2)[C:3]2([C:13]3=[CH:14][C:15]4[O:19][CH2:18][O:17][C:16]=4[CH:20]=[C:12]3[O:11][CH2:10]2)[C:2]1=[O:21].[Br:22][C:23]1[CH:30]=[CH:29][C:26]([CH2:27]Br)=[CH:25][CH:24]=1.C(=O)([O-])[O-].[Cs+].[Cs+], predict the reaction product. The product is: [Br:22][C:23]1[CH:30]=[CH:29][C:26]([CH2:27][N:1]2[C:9]3[C:4](=[CH:5][CH:6]=[CH:7][CH:8]=3)[C:3]3([C:13]4=[CH:14][C:15]5[O:19][CH2:18][O:17][C:16]=5[CH:20]=[C:12]4[O:11][CH2:10]3)[C:2]2=[O:21])=[CH:25][CH:24]=1.